From a dataset of Reaction yield outcomes from USPTO patents with 853,638 reactions. Predict the reaction yield, written as a fraction of the theoretical maximum amount of product (1.0 means a 100% yield; for example, 0.34 means a 34% yield). (1) The reactants are [C:1]([O:5][C:6]([N:8]1[CH2:11][CH:10]([OH:12])[CH2:9]1)=[O:7])([CH3:4])([CH3:3])[CH3:2].CCN(CC)CC.[CH3:20][S:21](Cl)(=[O:23])=[O:22]. The catalyst is C(Cl)Cl.[Cl-].[Na+].O. The product is [C:1]([O:5][C:6]([N:8]1[CH2:11][CH:10]([O:12][S:21]([CH3:20])(=[O:23])=[O:22])[CH2:9]1)=[O:7])([CH3:4])([CH3:2])[CH3:3]. The yield is 0.940. (2) The reactants are C(OC(=O)[NH:7][C@H:8]([C:10]1[N:14]([C:15]2[CH:20]=[CH:19][C:18]([F:21])=[CH:17][CH:16]=2)[C:13]2[CH:22]=[C:23]([F:26])[CH:24]=[CH:25][C:12]=2[N:11]=1)[CH3:9])(C)(C)C.C(O)(C(F)(F)F)=O.C([O-])(O)=O.[Na+]. The catalyst is C(Cl)Cl. The product is [F:26][C:23]1[CH:24]=[CH:25][C:12]2[N:11]=[C:10]([C@@H:8]([NH2:7])[CH3:9])[N:14]([C:15]3[CH:20]=[CH:19][C:18]([F:21])=[CH:17][CH:16]=3)[C:13]=2[CH:22]=1. The yield is 0.570.